Dataset: Forward reaction prediction with 1.9M reactions from USPTO patents (1976-2016). Task: Predict the product of the given reaction. (1) Given the reactants [N:1]1(C(OC(C)(C)C)=O)[CH2:6][CH2:5][O:4][CH:3]([C:7]([O:9][CH2:10][C:11]2[CH:16]=[CH:15][CH:14]=[CH:13][CH:12]=2)=[O:8])[CH2:2]1.Cl, predict the reaction product. The product is: [NH:1]1[CH2:6][CH2:5][O:4][CH:3]([C:7]([O:9][CH2:10][C:11]2[CH:16]=[CH:15][CH:14]=[CH:13][CH:12]=2)=[O:8])[CH2:2]1. (2) Given the reactants CC1C=CC(S(O[CH2:12][C@H:13]2[CH2:18][CH2:17][C@H:16]([NH:19][C:20]([O:22][CH2:23][C:24]3[CH:29]=[CH:28][CH:27]=[CH:26][CH:25]=3)=[O:21])[CH2:15][CH2:14]2)(=O)=O)=CC=1.O.O.O.[F-:33].C([N+](CCCC)(CCCC)CCCC)CCC.O.[Cl-].[NH4+], predict the reaction product. The product is: [F:33][CH2:12][C@H:13]1[CH2:18][CH2:17][C@H:16]([NH:19][C:20](=[O:21])[O:22][CH2:23][C:24]2[CH:29]=[CH:28][CH:27]=[CH:26][CH:25]=2)[CH2:15][CH2:14]1. (3) Given the reactants [OH:1][C:2]1[CH:7]=[C:6]([CH3:8])[C:5]([CH:9]2[C:13](=[O:14])[CH:12]([CH2:15][CH:16]3[CH2:21][CH2:20][O:19][CH2:18][CH2:17]3)[CH2:11][C:10]2=[O:22])=[C:4]([CH3:23])[CH:3]=1.Cl[C:25]1[CH:34]=[CH:33][C:32]2[C:27](=[CH:28][CH:29]=[C:30]([Cl:35])[CH:31]=2)[N:26]=1.C(=O)([O-])[O-].[K+].[K+], predict the reaction product. The product is: [Cl:35][C:30]1[CH:31]=[C:32]2[C:27](=[CH:28][CH:29]=1)[N:26]=[C:25]([O:1][C:2]1[CH:3]=[C:4]([CH3:23])[C:5]([CH:9]3[C:13](=[O:14])[CH:12]([CH2:15][CH:16]4[CH2:21][CH2:20][O:19][CH2:18][CH2:17]4)[CH2:11][C:10]3=[O:22])=[C:6]([CH3:8])[CH:7]=1)[CH:34]=[CH:33]2. (4) Given the reactants [C:1]([NH:4][C:5]1[S:18][C:8]2[CH2:9][N:10]([CH2:13][C:14]([NH:16][CH3:17])=[O:15])[CH2:11][CH2:12][C:7]=2[C:6]=1[C:19]1[S:20][C:21]2[CH:27]=[CH:26][CH:25]=[CH:24][C:22]=2[N:23]=1)(=[O:3])[CH3:2].[ClH:28], predict the reaction product. The product is: [Cl-:28].[C:1]([NH:4][C:5]1[S:18][C:8]2[CH2:9][NH+:10]([CH2:13][C:14]([NH:16][CH3:17])=[O:15])[CH2:11][CH2:12][C:7]=2[C:6]=1[C:19]1[S:20][C:21]2[CH:27]=[CH:26][CH:25]=[CH:24][C:22]=2[N:23]=1)(=[O:3])[CH3:2]. (5) Given the reactants [CH3:1][C:2]1([CH3:19])[CH2:10][C:9]2[NH:8][CH:7]=[C:6]([CH2:11][CH2:12][C:13]([N:15]([CH3:17])[CH3:16])=O)[C:5]=2[C:4](=O)[CH2:3]1.[H-].[Al+3].[Li+].[H-].[H-].[H-].[OH-].[Na+].O, predict the reaction product. The product is: [CH3:1][C:2]1([CH3:19])[CH2:10][C:9]2[NH:8][CH:7]=[C:6]([CH2:11][CH2:12][CH2:13][N:15]([CH3:17])[CH3:16])[C:5]=2[CH2:4][CH2:3]1.